From a dataset of Retrosynthesis with 50K atom-mapped reactions and 10 reaction types from USPTO. Predict the reactants needed to synthesize the given product. Given the product O=C(NC1CCN(c2ccc(NC(=O)c3oc(N4CCCCC4)nc3C(F)(F)F)cn2)CC1)c1ccccc1F, predict the reactants needed to synthesize it. The reactants are: NC1CCN(c2ccc(NC(=O)c3oc(N4CCCCC4)nc3C(F)(F)F)cn2)CC1.O=C(O)c1ccccc1F.